Task: Predict the product of the given reaction.. Dataset: Forward reaction prediction with 1.9M reactions from USPTO patents (1976-2016) (1) Given the reactants Cl[C:2]1[C:3](=[O:15])[N:4](C2CCCCO2)[N:5]=[CH:6][C:7]=1Cl.[C:16]1([OH:26])[C:25]2[CH2:24][CH2:23][CH2:22][CH2:21][C:20]=2[CH:19]=[CH:18][CH:17]=1.C[O:28][C:29](=[O:38])[CH:30](Br)[CH2:31][CH:32]1[CH2:36][CH2:35][CH2:34][CH2:33]1, predict the reaction product. The product is: [CH:32]1([CH2:31][CH:30]([N:4]2[C:3](=[O:15])[CH:2]=[C:7]([O:26][C:16]3[C:25]4[CH2:24][CH2:23][CH2:22][CH2:21][C:20]=4[CH:19]=[CH:18][CH:17]=3)[CH:6]=[N:5]2)[C:29]([OH:28])=[O:38])[CH2:36][CH2:35][CH2:34][CH2:33]1. (2) Given the reactants N(CCO)CCO.CCOCC.[CH3:13][CH:14]([C:18]([CH3:20])=[O:19])[C:15]([OH:17])=[O:16].[N+]([O-])([O-])=O.[Ag+:25], predict the reaction product. The product is: [CH3:13][CH:14]([C:18]([CH3:20])=[O:19])[C:15]([O-:17])=[O:16].[Ag+:25]. (3) The product is: [CH:20]([CH2:19][N:6]1[C:5]2[C:14](=[CH:1][CH:2]=[CH:3][CH:4]=2)[C:13](=[O:15])[C:12]2[CH:11]=[CH:10][CH:9]=[CH:8][C:7]1=2)=[CH:21][C:22]1[CH:27]=[CH:26][CH:25]=[CH:24][CH:23]=1. Given the reactants [CH:1]1[C:14]2[C:13](=[O:15])[C:12]3[C:7](=[CH:8][CH:9]=[CH:10][CH:11]=3)[NH:6][C:5]=2[CH:4]=[CH:3][CH:2]=1.[OH-].[Na+].Cl[CH2:19][CH:20]=[CH:21][C:22]1[CH:27]=[CH:26][CH:25]=[CH:24][CH:23]=1.O, predict the reaction product. (4) Given the reactants ClC1C=CC=CC=1[C:8]1[CH:12]=[CH:11][S:10][C:9]=1[C:13]([NH:15][C:16]1[CH:21]=[C:20]([C:22](=[O:27])[NH:23][CH:24]2[CH2:26][CH2:25]2)[CH:19]=[CH:18][C:17]=1[CH3:28])=[O:14].[B:29]1(B2OC(C)(C)C(C)(C)O2)[O:33]C(C)(C)C(C)(C)[O:30]1.CC([O-])=O.[K+], predict the reaction product. The product is: [CH:24]1([NH:23][C:22]([C:20]2[CH:19]=[CH:18][C:17]([CH3:28])=[C:16]([NH:15][C:13]([C:9]3[S:10][C:11]([B:29]([OH:33])[OH:30])=[CH:12][CH:8]=3)=[O:14])[CH:21]=2)=[O:27])[CH2:26][CH2:25]1.